From a dataset of Forward reaction prediction with 1.9M reactions from USPTO patents (1976-2016). Predict the product of the given reaction. (1) Given the reactants [CH2:1]([NH2:4])[CH2:2][NH2:3].[C:5]([O:15][CH2:16][CH3:17])(=[O:14])[CH:6]=[CH:7][CH2:8][C:9]([O:11][CH2:12][CH3:13])=[O:10], predict the reaction product. The product is: [NH2:3][CH2:2][CH2:1][NH:4][CH:7]([CH2:8][C:9]([O:11][CH2:12][CH3:13])=[O:10])[CH2:6][C:5]([O:15][CH2:16][CH3:17])=[O:14]. (2) Given the reactants [CH2:1]([C@H:3]1[N:12]([C:13](=[O:22])[C:14]2[CH:19]=[CH:18][C:17]([O:20][CH3:21])=[CH:16][CH:15]=2)[C:11]2[C:6](=[CH:7][CH:8]=[C:9]([F:23])[CH:10]=2)[NH:5][C:4]1=[O:24])[CH3:2].C(=O)([O-])[O-].[K+].[K+].C(=O)([O-])[O-].[Cs+].[Cs+].I[CH2:38][CH3:39], predict the reaction product. The product is: [CH2:38]([N:5]1[C:6]2[C:11](=[CH:10][C:9]([F:23])=[CH:8][CH:7]=2)[N:12]([C:13](=[O:22])[C:14]2[CH:19]=[CH:18][C:17]([O:20][CH3:21])=[CH:16][CH:15]=2)[C@H:3]([CH2:1][CH3:2])[C:4]1=[O:24])[CH3:39].